From a dataset of Catalyst prediction with 721,799 reactions and 888 catalyst types from USPTO. Predict which catalyst facilitates the given reaction. (1) Reactant: [C:1]([O:5][OH:6])([CH3:4])([CH3:3])[CH3:2].[OH-].[K+].[C:9](Cl)(=[O:13])[CH:10]([CH3:12])[CH3:11]. Product: [C:9]([O:6][O:5][C:1]([CH3:4])([CH3:3])[CH3:2])(=[O:13])[CH:10]([CH3:12])[CH3:11]. The catalyst class is: 6. (2) Reactant: [CH3:1][C:2]1[CH:3]=[C:4]2[C:8](=[CH:9][C:10]=1[CH3:11])[C:7](=[O:12])[N:6]([C:13]1[CH:14]=[N:15][CH:16]=[CH:17][CH:18]=1)[CH:5]2[CH2:19][CH2:20][OH:21].C(N(CC)CC)C.[CH3:29][S:30](Cl)(=[O:32])=[O:31]. Product: [CH3:1][C:2]1[CH:3]=[C:4]2[C:8](=[CH:9][C:10]=1[CH3:11])[C:7](=[O:12])[N:6]([C:13]1[CH:14]=[N:15][CH:16]=[CH:17][CH:18]=1)[CH:5]2[CH2:19][CH2:20][O:21][S:30]([CH3:29])(=[O:32])=[O:31]. The catalyst class is: 2. (3) Reactant: [OH:1][C:2]1[CH:9]=[CH:8][C:5]([CH:6]=[O:7])=[CH:4][CH:3]=1.C(=O)([O-])[O-].[K+].[K+].[I-].[K+].[CH2:18](Br)[C:19]1[CH:24]=[CH:23][CH:22]=[CH:21][CH:20]=1. Product: [CH2:18]([O:1][C:2]1[CH:9]=[CH:8][C:5]([CH:6]=[O:7])=[CH:4][CH:3]=1)[C:19]1[CH:24]=[CH:23][CH:22]=[CH:21][CH:20]=1. The catalyst class is: 434. (4) Reactant: [Mg].Br[C:3]1[CH:8]=[CH:7][C:6]([CH3:9])=[CH:5][CH:4]=1.[CH3:10][C:11]1[CH:25]=[CH:24][C:14]([C:15]([C:17]2[CH:22]=[CH:21][C:20]([CH3:23])=[CH:19][CH:18]=2)=[O:16])=[CH:13][CH:12]=1.C(=O)([O-])O.[Na+]. Product: [CH3:10][C:11]1[CH:12]=[CH:13][C:14]([C:15]([C:3]2[CH:8]=[CH:7][C:6]([CH3:9])=[CH:5][CH:4]=2)([C:17]2[CH:22]=[CH:21][C:20]([CH3:23])=[CH:19][CH:18]=2)[OH:16])=[CH:24][CH:25]=1. The catalyst class is: 54. (5) Reactant: [CH2:1]1[CH:9]2[N:4]([CH2:5][CH:6]=[C:7]([C:10]3[C:18]4[C:13](=[CH:14][CH:15]=[N:16][CH:17]=4)[NH:12][CH:11]=3)[CH2:8]2)[CH2:3][CH2:2]1.[C:19]1([S:25](Cl)(=[O:27])=[O:26])[CH:24]=[CH:23][CH:22]=[CH:21][CH:20]=1.C[Si]([N-][Si](C)(C)C)(C)C.[Na+]. Product: [CH2:1]1[CH:9]2[N:4]([CH2:5][CH:6]=[C:7]([C:10]3[C:18]4[C:13](=[CH:14][CH:15]=[N:16][CH:17]=4)[N:12]([S:25]([C:19]4[CH:24]=[CH:23][CH:22]=[CH:21][CH:20]=4)(=[O:27])=[O:26])[CH:11]=3)[CH2:8]2)[CH2:3][CH2:2]1. The catalyst class is: 1. (6) Reactant: [N:1]1([C:7]2[CH:8]=[CH:9][C:10]3[CH2:11][N:12]([C:18]([O:20][C:21]([CH3:24])([CH3:23])[CH3:22])=[O:19])[CH2:13][CH2:14][O:15][C:16]=3[N:17]=2)[CH2:6][CH2:5][NH:4][CH2:3][CH2:2]1.CCN(CC)CC.Cl[C:33]([O:35][CH3:36])=[O:34].O. Product: [CH3:36][O:35][C:33]([N:4]1[CH2:5][CH2:6][N:1]([C:7]2[CH:8]=[CH:9][C:10]3[CH2:11][N:12]([C:18]([O:20][C:21]([CH3:24])([CH3:23])[CH3:22])=[O:19])[CH2:13][CH2:14][O:15][C:16]=3[N:17]=2)[CH2:2][CH2:3]1)=[O:34]. The catalyst class is: 1. (7) The catalyst class is: 4. Reactant: FC(F)(F)C(O)=O.[CH3:8][O:9][CH:10]1[CH2:14][CH2:13][N:12]([C:15]2[CH:16]=[C:17]([S:21]([N:24]3[C:32]4[C:27](=[N:28][CH:29]=[CH:30][CH:31]=4)[C:26]([C:33]4[CH2:38][CH2:37][CH:36]([NH:39]C(=O)OC(C)(C)C)[CH2:35][CH:34]=4)=[CH:25]3)(=[O:23])=[O:22])[CH:18]=[CH:19][CH:20]=2)[CH2:11]1. Product: [CH3:8][O:9][CH:10]1[CH2:14][CH2:13][N:12]([C:15]2[CH:16]=[C:17]([S:21]([N:24]3[C:32]4[C:27](=[N:28][CH:29]=[CH:30][CH:31]=4)[C:26]([C:33]4[CH2:38][CH2:37][CH:36]([NH2:39])[CH2:35][CH:34]=4)=[CH:25]3)(=[O:22])=[O:23])[CH:18]=[CH:19][CH:20]=2)[CH2:11]1.